Dataset: Forward reaction prediction with 1.9M reactions from USPTO patents (1976-2016). Task: Predict the product of the given reaction. (1) Given the reactants C([O:3][C:4](=[O:21])[C:5]1[CH:10]=[CH:9][CH:8]=[C:7]([C:11]#[C:12][CH2:13][CH2:14][CH2:15][C:16](=[O:20])[N:17]([CH3:19])[CH3:18])[CH:6]=1)C.[OH-].[Na+].Cl, predict the reaction product. The product is: [CH3:19][N:17]([CH3:18])[C:16]([CH2:15][CH2:14][CH2:13][C:12]#[C:11][C:7]1[CH:6]=[C:5]([CH:10]=[CH:9][CH:8]=1)[C:4]([OH:21])=[O:3])=[O:20]. (2) Given the reactants [CH:1]([O-:3])=[O:2].[Li+].CCN(C(C)C)C(C)C.C(OC(=O)C)(=O)C.N#N.I[C:24]1[CH:63]=[CH:62][C:27]([CH2:28][N:29]([CH2:54][C:55]([O:57][C:58]([CH3:61])([CH3:60])[CH3:59])=[O:56])[C:30](=[O:53])[C:31]2[CH:36]=[CH:35][C:34]([NH:37][C:38](=[O:52])[CH2:39][C:40]3[CH:45]=[CH:44][C:43]([O:46][CH3:47])=[CH:42][C:41]=3[C:48]([F:51])([F:50])[F:49])=[CH:33][CH:32]=2)=[CH:26][CH:25]=1, predict the reaction product. The product is: [C:58]([O:57][C:55](=[O:56])[CH2:54][N:29]([CH2:28][C:27]1[CH:62]=[CH:63][C:24]([C:1]([OH:3])=[O:2])=[CH:25][CH:26]=1)[C:30](=[O:53])[C:31]1[CH:36]=[CH:35][C:34]([NH:37][C:38](=[O:52])[CH2:39][C:40]2[CH:45]=[CH:44][C:43]([O:46][CH3:47])=[CH:42][C:41]=2[C:48]([F:51])([F:50])[F:49])=[CH:33][CH:32]=1)([CH3:61])([CH3:60])[CH3:59]. (3) Given the reactants [CH:1]([N:4]1[C:9](=[O:10])[CH:8]=[CH:7][C:6]([C:11]2[N:12]([CH:23]([CH3:29])[C:24]([O:26]CC)=[O:25])[C:13](=[O:22])[O:14][C:15]=2[C:16]2[CH:21]=[CH:20][CH:19]=[CH:18][CH:17]=2)=[N:5]1)([CH3:3])[CH3:2], predict the reaction product. The product is: [CH:1]([N:4]1[C:9](=[O:10])[CH:8]=[CH:7][C:6]([C:11]2[N:12]([CH:23]([CH3:29])[C:24]([OH:26])=[O:25])[C:13](=[O:22])[O:14][C:15]=2[C:16]2[CH:21]=[CH:20][CH:19]=[CH:18][CH:17]=2)=[N:5]1)([CH3:3])[CH3:2]. (4) Given the reactants [C:1]([O:5][C:6](=[O:24])[NH:7][C@@H:8]([CH2:17][C:18]1[CH:23]=[CH:22][CH:21]=[CH:20][CH:19]=1)[C@H:9]([OH:16])[CH2:10][NH:11]OC(C)C)([CH3:4])([CH3:3])[CH3:2].[CH3:25][S:26]([NH:29][C:30]1[NH:31][C:32]2[CH:38]=[C:37]([S:39](Cl)(=[O:41])=[O:40])[CH:36]=[CH:35][C:33]=2[N:34]=1)(=[O:28])=[O:27], predict the reaction product. The product is: [C:1]([O:5][C:6](=[O:24])[NH:7][C@@H:8]([CH2:17][C:18]1[CH:19]=[CH:20][CH:21]=[CH:22][CH:23]=1)[C@@H:9]([OH:16])[CH:10]([NH:11][S:39]([C:37]1[CH:36]=[CH:35][C:33]2[N:34]=[C:30]([NH:29][S:26]([CH3:25])(=[O:28])=[O:27])[NH:31][C:32]=2[CH:38]=1)(=[O:41])=[O:40])[O:5][CH:1]([CH3:3])[CH3:2])([CH3:2])([CH3:3])[CH3:4]. (5) Given the reactants C1CC[CH:4]([NH:7]C(N2CCOCC2)=NC2CCCCC2)[CH2:3]C1.C1N([P:28]([O:31][CH2:32][C@H:33]2[O:37][C@@H:36]([N:38]3[C:42]4[NH:43][C:44]([NH2:48])=[N:45][C:46](=[O:47])[C:41]=4[N:40]=[CH:39]3)[C@H:35]([OH:49])[C@@H:34]2[OH:50])([OH:30])=[O:29])CCOC1.C(OC(NCC[N:61]([C@@H:66]([CH3:78])[C:67](=[O:77])[O:68][CH2:69][CH:70]([CH2:74][CH2:75][CH3:76])[CH2:71][CH2:72][CH3:73])[P:62](=[O:65])([O-:64])[O-:63])=O)(C)(C)C.N1CCCCC1.C(SC1NN=NN=1)C, predict the reaction product. The product is: [NH2:48][C:44]1[NH:45][C:46](=[O:47])[C:41]2[N:40]=[CH:39][N:38]([C@@H:36]3[O:37][C@H:33]([CH2:32][O:31][P:28]([O:64][P:62]([NH:61][C@@H:66]([CH3:78])[C:67]([O:68][CH2:69][CH:70]([CH2:71][CH2:72][CH3:73])[CH2:74][CH2:75][CH3:76])=[O:77])([O:63][CH2:3][CH2:4][NH2:7])=[O:65])([OH:30])=[O:29])[C@@H:34]([OH:50])[C@H:35]3[OH:49])[C:42]=2[N:43]=1.